From a dataset of Reaction yield outcomes from USPTO patents with 853,638 reactions. Predict the reaction yield, written as a fraction of the theoretical maximum amount of product (1.0 means a 100% yield; for example, 0.34 means a 34% yield). (1) The reactants are C(OC([N:8]1[CH2:13][CH2:12][CH:11]([CH2:14][NH:15][C:16]([C:18]2[C:26]3[N:25]=[C:24]([CH:27]([CH3:29])[CH3:28])[NH:23][C:22]=3[CH:21]=[CH:20][CH:19]=2)=[O:17])[CH2:10][CH2:9]1)=O)(C)(C)C.FC(F)(F)C(O)=O. The catalyst is ClCCl. The product is [NH:8]1[CH2:13][CH2:12][CH:11]([CH2:14][NH:15][C:16]([C:18]2[C:26]3[N:25]=[C:24]([CH:27]([CH3:29])[CH3:28])[NH:23][C:22]=3[CH:21]=[CH:20][CH:19]=2)=[O:17])[CH2:10][CH2:9]1. The yield is 0.890. (2) The reactants are C(N(CC)CC)C.C(O)(=O)C(O)=O.[NH:14]1[CH2:18][CH2:17][C@@H:16]([NH:19][C:20](=[O:29])[O:21][CH2:22][C:23]2[CH:28]=[CH:27][CH:26]=[CH:25][CH:24]=2)[CH2:15]1.[CH3:30][C:31]([O:34][C:35](O[C:35]([O:34][C:31]([CH3:33])([CH3:32])[CH3:30])=[O:36])=[O:36])([CH3:33])[CH3:32]. The catalyst is CO. The product is [C:31]([O:34][C:35]([N:14]1[CH2:18][CH2:17][C@@H:16]([NH:19][C:20](=[O:29])[O:21][CH2:22][C:23]2[CH:24]=[CH:25][CH:26]=[CH:27][CH:28]=2)[CH2:15]1)=[O:36])([CH3:33])([CH3:32])[CH3:30]. The yield is 0.900. (3) The reactants are CC([NH:4][C:5]1[CH:10]=[CH:9][C:8]([C:11]2[CH:16]=[C:15]([C:17]3[N:21]4[CH:22]=[CH:23][CH:24]=[CH:25][C:20]4=[N:19][C:18]=3[C:26]3[CH:31]=[CH:30][CH:29]=[C:28]([CH3:32])[N:27]=3)[CH:14]=[CH:13][N:12]=2)=[CH:7][CH:6]=1)=O.[OH-].[Na+]. The catalyst is CO.Cl. The product is [CH3:32][C:28]1[N:27]=[C:26]([C:18]2[N:19]=[C:20]3[CH:25]=[CH:24][CH:23]=[CH:22][N:21]3[C:17]=2[C:15]2[CH:14]=[CH:13][N:12]=[C:11]([C:8]3[CH:7]=[CH:6][C:5]([NH2:4])=[CH:10][CH:9]=3)[CH:16]=2)[CH:31]=[CH:30][CH:29]=1. The yield is 0.380.